This data is from Full USPTO retrosynthesis dataset with 1.9M reactions from patents (1976-2016). The task is: Predict the reactants needed to synthesize the given product. (1) The reactants are: II.[PH2](O)=O.[F:6][C:7]1[CH:12]=[CH:11][C:10]([C:13]([C:16]2[S:17][CH:18]=[CH:19][N:20]=2)(O)[CH3:14])=[CH:9][CH:8]=1.[OH-].[Na+]. Given the product [F:6][C:7]1[CH:12]=[CH:11][C:10]([CH:13]([C:16]2[S:17][CH:18]=[CH:19][N:20]=2)[CH3:14])=[CH:9][CH:8]=1, predict the reactants needed to synthesize it. (2) Given the product [Se:46].[CH2:64]([P:55]([CH2:47][CH2:48][CH2:49][CH2:50][CH2:51][CH2:52][CH2:53][CH3:54])[CH2:56][CH2:57][CH2:58][CH2:59][CH2:60][CH2:61][CH2:62][CH3:63])[CH2:65][CH2:66][CH2:67][CH2:68][CH2:69][CH2:70][CH3:71], predict the reactants needed to synthesize it. The reactants are: C(N(CCCCCCCC)CCCCCCCC)CCCCCCC.C(O)(=O)CCCCCCC/C=C\CCCCCCCC.[Se:46].[CH2:47]([P:55]([CH2:64][CH2:65][CH2:66][CH2:67][CH2:68][CH2:69][CH2:70][CH3:71])[CH2:56][CH2:57][CH2:58][CH2:59][CH2:60][CH2:61][CH2:62][CH3:63])[CH2:48][CH2:49][CH2:50][CH2:51][CH2:52][CH2:53][CH3:54]. (3) Given the product [CH3:26][C:25]1[CH:24]=[CH:23][C:22]([NH:27][C:28]([C:29]2[CH:34]=[CH:33][N:32]=[C:31]([N:35]3[CH2:39][CH2:38][CH2:37][CH2:36]3)[CH:30]=2)=[O:40])=[CH:21][C:20]=1[B:10]1[O:11][C:12]([CH3:17])([CH3:18])[C:13]([CH3:15])([CH3:16])[O:14]1, predict the reactants needed to synthesize it. The reactants are: [B:10]1([B:10]2[O:14][C:13]([CH3:16])([CH3:15])[C:12]([CH3:18])([CH3:17])[O:11]2)[O:14][C:13]([CH3:16])([CH3:15])[C:12]([CH3:18])([CH3:17])[O:11]1.I[C:20]1[CH:21]=[C:22]([NH:27][C:28](=[O:40])[C:29]2[CH:34]=[CH:33][N:32]=[C:31]([N:35]3[CH2:39][CH2:38][CH2:37][CH2:36]3)[CH:30]=2)[CH:23]=[CH:24][C:25]=1[CH3:26].CN(C)C=O.